This data is from Reaction yield outcomes from USPTO patents with 853,638 reactions. The task is: Predict the reaction yield, written as a fraction of the theoretical maximum amount of product (1.0 means a 100% yield; for example, 0.34 means a 34% yield). (1) The reactants are Cl.O1C2C=C[C:9]([C:11](=[N:13]O)[CH3:12])=[CH:10]C=2CC1.[CH3:15][C:16]([O:18][C:19]([CH3:21])=O)=O.[CH3:22][C:23](O)=[O:24]. No catalyst specified. The product is [O:18]1[C:19]2[CH:21]=[CH:12][C:11]([NH:13][C:23](=[O:24])[CH3:22])=[CH:9][C:10]=2[CH2:15][CH2:16]1. The yield is 0.520. (2) The reactants are [CH3:1][C@H:2]1[O:7][CH2:6][C@@H:5]([C:8]2[CH:13]=[CH:12][CH:11]=[CH:10][CH:9]=2)[NH:4][CH2:3]1.Br[C:15]1[N:20]=[C:19]([NH:21][S:22]([CH3:25])(=[O:24])=[O:23])[CH:18]=[CH:17][CH:16]=1. No catalyst specified. The product is [CH3:1][C@@H:2]1[CH2:3][N:4]([C:15]2[N:20]=[C:19]([NH:21][S:22]([CH3:25])(=[O:24])=[O:23])[CH:18]=[CH:17][CH:16]=2)[C@H:5]([C:8]2[CH:9]=[CH:10][CH:11]=[CH:12][CH:13]=2)[CH2:6][O:7]1. The yield is 0.510. (3) The reactants are C([NH:8][C@H:9]1[CH2:14][C@H:13]([C:15]2[CH:20]=[CH:19][N:18]=[CH:17][C:16]=2[N+:21]([O-])=O)[O:12][C:11]([CH3:25])([CH3:24])[CH2:10]1)C1C=CC=CC=1.[CH3:38][C:37]([O:36][C:34](O[C:34]([O:36][C:37]([CH3:40])([CH3:39])[CH3:38])=[O:35])=[O:35])([CH3:40])[CH3:39]. The catalyst is [OH-].[OH-].[Pd+2].CO. The product is [NH2:21][C:16]1[CH:17]=[N:18][CH:19]=[CH:20][C:15]=1[C@@H:13]1[O:12][C:11]([CH3:24])([CH3:25])[CH2:10][C@@H:9]([NH:8][C:34](=[O:35])[O:36][C:37]([CH3:38])([CH3:39])[CH3:40])[CH2:14]1.[NH2:21][C:16]1[CH:17]=[N:18][CH:19]=[CH:20][C:15]=1[C@H:13]1[O:12][C:11]([CH3:24])([CH3:25])[CH2:10][C@H:9]([NH:8][C:34](=[O:35])[O:36][C:37]([CH3:38])([CH3:39])[CH3:40])[CH2:14]1. The yield is 0.200. (4) The product is [C:11]([C:10](=[CH2:13])[CH:9]([O:8][C:1](=[O:3])[CH3:2])[CH:14]([CH3:16])[CH3:15])#[N:12]. The reactants are [C:1](OC(=O)C)(=[O:3])[CH3:2].[OH:8][CH:9]([CH:14]([CH3:16])[CH3:15])[C:10](=[CH2:13])[C:11]#[N:12].[OH-].[Na+]. The catalyst is CN(C)C1C=CN=CC=1.O1CCCC1.C(OC)(C)(C)C.O. The yield is 0.950. (5) The reactants are [C:1]([O:5][C:6]([C:8]1([S:14]([C:17]2[CH:22]=[CH:21][C:20]([C:23]3[CH:28]=[CH:27][C:26](OC(F)(F)C(F)F)=CC=3)=[CH:19][CH:18]=2)(=[O:16])=[O:15])[CH2:13][CH2:12]NCC1)=[O:7])([CH3:4])([CH3:3])[CH3:2].C([N:38]([CH:42](C)C)C(C)C)C.[I-].[K+].[Br:47]CCOC.[C:52]([O:55]CC)(=O)[CH3:53]. The catalyst is CN(C)C=O. The product is [Br:47][C:26]1[CH:27]=[CH:28][C:23]([C:20]2[CH:19]=[CH:18][C:17]([S:14]([C:8]3([C:6]([O:5][C:1]([CH3:2])([CH3:4])[CH3:3])=[O:7])[CH2:53][CH2:52][O:55][CH2:12][CH2:13]3)(=[O:16])=[O:15])=[CH:22][CH:21]=2)=[N:38][CH:42]=1. The yield is 0.630. (6) The reactants are [Cl:1][C:2]1[CH:7]=[CH:6][C:5]([NH:8][S:9]([C:12]([F:15])([F:14])[F:13])(=[O:11])=[O:10])=[C:4]([C:16](=O)[C:17]([CH3:20])(C)C)[CH:3]=1.Cl.[Cl:23][C:24]1[CH:29]=[CH:28][C:27]([O:30][NH2:31])=[CH:26][CH:25]=1.[CH3:32]C([O-])=O.[Na+]. The catalyst is CCO. The product is [Cl:1][C:2]1[CH:7]=[CH:6][C:5]([NH:8][S:9]([C:12]([F:13])([F:14])[F:15])(=[O:10])=[O:11])=[C:4]([C:16](=[N:31][O:30][C:27]2[CH:28]=[CH:29][C:24]([Cl:23])=[CH:25][CH:26]=2)[CH2:17][CH2:20][CH3:32])[CH:3]=1. The yield is 0.100. (7) The reactants are [Cl:1][C:2]1[CH:7]=[CH:6][CH:5]=[CH:4][C:3]=1[CH:8]=O.[CH3:10][CH2:11]C(=O)CC.B(F)(F)F.CCOCC.O. The catalyst is CCCCCC. The product is [Cl:1][C:2]1[CH:7]=[CH:6][CH:5]=[CH:4][C:3]=1/[CH:8]=[CH:10]/[CH3:11]. The yield is 0.580. (8) The product is [C:1]([NH:8][CH2:9][CH2:10][NH:17][CH3:16])([O:3][C:4]([CH3:7])([CH3:6])[CH3:5])=[O:2]. The reactants are [C:1]([NH:8][CH2:9][CH2:10]OS(C)(=O)=O)([O:3][C:4]([CH3:7])([CH3:6])[CH3:5])=[O:2].[CH3:16][NH2:17]. The catalyst is C1COCC1. The yield is 0.760.